From a dataset of Retrosynthesis with 50K atom-mapped reactions and 10 reaction types from USPTO. Predict the reactants needed to synthesize the given product. (1) Given the product COc1cc2c(c3c1OC(C)(C)C3)C(c1cccc(N(C(C)=O)c3cccnc3)c1)=NC(C)(C)C2, predict the reactants needed to synthesize it. The reactants are: CC(=O)Cl.COc1cc2c(c3c1OC(C)(C)C3)C(c1cccc(Nc3cccnc3)c1)=NC(C)(C)C2. (2) Given the product CC/C(=C(\F)CO)c1cc2c(cc1OC)OC(C)(C)C=C2C, predict the reactants needed to synthesize it. The reactants are: CCOC(=O)C(F)=C(CC)c1cc2c(cc1OC)OC(C)(C)C=C2C.